Dataset: Full USPTO retrosynthesis dataset with 1.9M reactions from patents (1976-2016). Task: Predict the reactants needed to synthesize the given product. Given the product [OH:1][C:2]1[CH:3]=[C:4]2[C:9](=[CH:10][CH:11]=1)[O:8][CH:7]=[C:6]([CH2:12][P:14](=[O:15])([OH:16])[OH:17])[C:5]2=[O:18], predict the reactants needed to synthesize it. The reactants are: [OH:1][C:2]1[CH:3]=[C:4]2[C:9](=[CH:10][CH:11]=1)[O:8][CH:7]=[C:6]([CH:12]([P:14](=[O:17])([OH:16])[OH:15])O)[C:5]2=[O:18].I.